Dataset: Reaction yield outcomes from USPTO patents with 853,638 reactions. Task: Predict the reaction yield, written as a fraction of the theoretical maximum amount of product (1.0 means a 100% yield; for example, 0.34 means a 34% yield). (1) The reactants are Br[CH2:2][CH2:3][C@@H:4]1[C@@H:12]([O:13][C:14]2[CH:19]=[CH:18][CH:17]=[CH:16][CH:15]=2)[C@H:11]([CH3:20])[O:10][C:9](=[O:21])[C@@H:8]([NH:22][C:23](=[O:29])[O:24][C:25]([CH3:28])([CH3:27])[CH3:26])[CH2:7][CH2:6][CH2:5]1.CC(N=NC(C#N)(C)C)(C#N)C.CCCC[SnH](CCCC)CCCC.[F-].[K+]. The catalyst is C1(C)C=CC=CC=1.CC(C)=O. The product is [CH2:3]([C@@H:4]1[C@@H:12]([O:13][C:14]2[CH:19]=[CH:18][CH:17]=[CH:16][CH:15]=2)[C@H:11]([CH3:20])[O:10][C:9](=[O:21])[C@@H:8]([NH:22][C:23](=[O:29])[O:24][C:25]([CH3:26])([CH3:28])[CH3:27])[CH2:7][CH2:6][CH2:5]1)[CH3:2]. The yield is 0.870. (2) The reactants are [OH:1][C:2]1[CH:3]=[C:4]2[C:9](=[CH:10][CH:11]=1)[CH:8]=[C:7]([CH2:12][NH:13][C:14]13[CH2:21][CH2:20][C:17]([C:22]([O:24]C)=[O:23])([CH2:18][CH2:19]1)[CH2:16][CH2:15]3)[CH:6]=[CH:5]2.CS(O[CH:31]1[CH2:36][CH2:35][CH2:34][CH2:33][CH2:32]1)(=O)=O.[OH-].[Na+].Cl. The catalyst is CN(C=O)C. The product is [CH:31]1([O:1][C:2]2[CH:11]=[C:10]3[C:9](=[CH:4][CH:3]=2)[CH:8]=[C:7]([CH2:12][NH:13][C:14]24[CH2:15][CH2:16][C:17]([C:22]([OH:24])=[O:23])([CH2:18][CH2:19]2)[CH2:20][CH2:21]4)[CH:6]=[CH:5]3)[CH2:36][CH2:35][CH2:34][CH2:33][CH2:32]1. The yield is 0.330. (3) The reactants are [OH:1][C@H:2]1[CH2:6][CH2:5][O:4][CH2:3]1.[N+:7]([C:10]1[CH:15]=[CH:14][C:13]([O:16][C:17](=O)[O:18]C2C=CC([N+]([O-])=O)=CC=2)=[CH:12][CH:11]=1)([O-:9])=[O:8]. The catalyst is C(Cl)Cl.O. The product is [O:4]1[CH2:5][CH2:6][CH:2]([O:1][C:17](=[O:18])[O:16][C:13]2[CH:12]=[CH:11][C:10]([N+:7]([O-:9])=[O:8])=[CH:15][CH:14]=2)[CH2:3]1. The yield is 0.710. (4) The reactants are [O:1]1[CH:5]=[CH:4][N:3]=[CH:2]1.CCCCCC.C([Li])CCC.[Cl:17][C:18]1[CH:23]=[C:22]([Cl:24])[CH:21]=[CH:20][C:19]=1[C:25]1([O:50][Si:51]([CH2:56][CH3:57])([CH2:54][CH3:55])[CH2:52][CH3:53])[C:33]2[C:28](=[CH:29][C:30](I)=[CH:31][C:32]=2[C:34]([F:37])([F:36])[F:35])[N:27]([CH2:39][C@H:40]2[CH2:43][C@H:42]([N:44]([CH2:47][CH3:48])[CH2:45][CH3:46])[CH2:41]2)[C:26]1=[O:49].O. The catalyst is O1CCCC1. The product is [Cl:17][C:18]1[CH:23]=[C:22]([Cl:24])[CH:21]=[CH:20][C:19]=1[C:25]1([O:50][Si:51]([CH2:56][CH3:57])([CH2:52][CH3:53])[CH2:54][CH3:55])[C:33]2[C:28](=[CH:29][C:30]([C:2]3[O:1][CH:5]=[CH:4][N:3]=3)=[CH:31][C:32]=2[C:34]([F:36])([F:35])[F:37])[N:27]([CH2:39][C@H:40]2[CH2:41][C@H:42]([N:44]([CH2:45][CH3:46])[CH2:47][CH3:48])[CH2:43]2)[C:26]1=[O:49]. The yield is 0.560. (5) The reactants are [Cl:1][C:2]1[C:7]([OH:8])=[C:6]([I:9])[CH:5]=[C:4]([CH2:10][OH:11])[N:3]=1.[H-].[Na+].Br[CH2:15][C:16]([CH3:18])=[CH2:17]. The catalyst is CN(C=O)C.CCOC(C)=O. The product is [Cl:1][C:2]1[N:3]=[C:4]([CH2:10][OH:11])[CH:5]=[C:6]([I:9])[C:7]=1[O:8][CH2:17][C:16]([CH3:18])=[CH2:15]. The yield is 0.860. (6) The reactants are [CH3:1][O-:2].[Na+].[Na].Cl[C:6]1[CH:11]=[C:10]([O:12][CH2:13][CH3:14])[CH:9]=[C:8](C)[C:7]=1[N+:16]([O-:18])=[O:17].[CH3:19]O. No catalyst specified. The product is [CH2:13]([O:12][C:10]1[CH:11]=[C:6]([O:2][CH3:1])[C:7]([N+:16]([O-:18])=[O:17])=[CH:8][C:9]=1[CH3:19])[CH3:14]. The yield is 0.320. (7) The reactants are [OH-].[Na+].C([NH:11][C:12]([NH:14][C:15]1[CH:20]=[C:19]([N:21]2[CH:25]=[CH:24][CH:23]=[N:22]2)[CH:18]=[C:17]([Br:26])[CH:16]=1)=[S:13])(=O)C1C=CC=CC=1. The catalyst is O.C1COCC1. The product is [Br:26][C:17]1[CH:16]=[C:15]([NH:14][C:12]([NH2:11])=[S:13])[CH:20]=[C:19]([N:21]2[CH:25]=[CH:24][CH:23]=[N:22]2)[CH:18]=1. The yield is 0.850.